From a dataset of Reaction yield outcomes from USPTO patents with 853,638 reactions. Predict the reaction yield, written as a fraction of the theoretical maximum amount of product (1.0 means a 100% yield; for example, 0.34 means a 34% yield). (1) The reactants are CS[CH2:3][O:4][C:5]1[CH:10]=[CH:9][C:8]([NH:11][C:12](=[O:14])[CH3:13])=[CH:7][CH:6]=1.IN1C(=O)CCC1=O.[P:23]([O-:41])([O:33][CH2:34][C:35]1[CH:40]=[CH:39][CH:38]=[CH:37][CH:36]=1)([O:25][CH2:26][C:27]1[CH:32]=[CH:31][CH:30]=[CH:29][CH:28]=1)=[O:24]. The catalyst is C1COCC1.C(Cl)Cl.CO. The product is [P:23]([O:25][CH2:26][C:27]1[CH:32]=[CH:31][CH:30]=[CH:29][CH:28]=1)([O:33][CH2:34][C:35]1[CH:40]=[CH:39][CH:38]=[CH:37][CH:36]=1)([O:41][CH2:3][O:4][C:5]1[CH:10]=[CH:9][C:8]([NH:11][C:12](=[O:14])[CH3:13])=[CH:7][CH:6]=1)=[O:24]. The yield is 0.600. (2) The reactants are C([O-])=O.[NH4+].C(OC([N:15]1[CH2:20][CH2:19][C:18]([CH2:27][C:28](=[O:39])[NH:29][CH2:30][CH2:31][C:32]2[CH:37]=[CH:36][CH:35]=[CH:34][C:33]=2[F:38])([C:21]2[CH:26]=[CH:25][CH:24]=[CH:23][CH:22]=2)[CH2:17][CH2:16]1)=O)C1C=CC=CC=1. The catalyst is CO.[Pd]. The product is [F:38][C:33]1[CH:34]=[CH:35][CH:36]=[CH:37][C:32]=1[CH2:31][CH2:30][NH:29][C:28](=[O:39])[CH2:27][C:18]1([C:21]2[CH:26]=[CH:25][CH:24]=[CH:23][CH:22]=2)[CH2:19][CH2:20][NH:15][CH2:16][CH2:17]1. The yield is 0.870. (3) The reactants are [NH2:1][C:2]1[CH:32]=[C:5]2[N:6]=[C:7]([CH3:31])[C:8]([C@H:22]([O:26][C:27]([CH3:30])([CH3:29])[CH3:28])[C:23]([OH:25])=[O:24])=[C:9]([C:10]3[C:11]([CH3:21])=[C:12]4[C:17](=[C:18]([F:20])[CH:19]=3)[O:16][CH2:15][CH2:14][CH2:13]4)[N:4]2[N:3]=1.NC1C=C2N=C(C)C(C(OC(C)(C)C)C(O)=O)=C(C3[C:43]([CH3:53])=[C:44]4[C:49](=[C:50](F)C=3)[O:48][CH2:47][CH2:46][CH2:45]4)N2N=1.C1(CCC(Cl)=O)CCCC1.CCN(C(C)C)C(C)C. The catalyst is C1COCC1. The product is [C:27]([O:26][C@@H:22]([C:8]1[C:7]([CH3:31])=[N:6][C:5]2[N:4]([N:3]=[C:2]([NH:1][C:47](=[O:48])[CH2:46][CH2:45][CH:44]3[CH2:43][CH2:53][CH2:50][CH2:49]3)[CH:32]=2)[C:9]=1[C:10]1[C:11]([CH3:21])=[C:12]2[C:17](=[C:18]([F:20])[CH:19]=1)[O:16][CH2:15][CH2:14][CH2:13]2)[C:23]([OH:25])=[O:24])([CH3:28])([CH3:29])[CH3:30]. The yield is 0.350.